Dataset: Catalyst prediction with 721,799 reactions and 888 catalyst types from USPTO. Task: Predict which catalyst facilitates the given reaction. (1) Reactant: [C:1]1([C:7]2[N:16]=[C:15]3[C:10]([CH2:11][CH2:12][CH2:13][NH:14]3)=[CH:9][CH:8]=2)[CH:6]=[CH:5][CH:4]=[CH:3][CH:2]=1.[Li+].C[Si]([N-][Si](C)(C)C)(C)C.[F:27][C:28]1[N:33]=[C:32](F)[CH:31]=[C:30]([CH3:35])[N:29]=1. Product: [F:27][C:28]1[N:33]=[C:32]([N:14]2[C:15]3[C:10](=[CH:9][CH:8]=[C:7]([C:1]4[CH:2]=[CH:3][CH:4]=[CH:5][CH:6]=4)[N:16]=3)[CH2:11][CH2:12][CH2:13]2)[CH:31]=[C:30]([CH3:35])[N:29]=1. The catalyst class is: 1. (2) Reactant: [NH2:1][C:2](=[N:26][OH:27])[CH2:3][C@H:4]1[C@H:10]([C:11]2[CH:16]=[CH:15][C:14]([Cl:17])=[C:13]([Cl:18])[CH:12]=2)[O:9][CH2:8][CH2:7][N:6]([C:19]([O:21][C:22]([CH3:25])([CH3:24])[CH3:23])=[O:20])[CH2:5]1.[CH3:28][C:29](C)([O-])C.[K+].C(OCC)(=O)C.O. Product: [Cl:18][C:13]1[CH:12]=[C:11]([C@@H:10]2[O:9][CH2:8][CH2:7][N:6]([C:19]([O:21][C:22]([CH3:24])([CH3:23])[CH3:25])=[O:20])[CH2:5][C@H:4]2[CH2:3][C:2]2[N:1]=[C:28]([CH3:29])[O:27][N:26]=2)[CH:16]=[CH:15][C:14]=1[Cl:17]. The catalyst class is: 11. (3) Reactant: [H-].[Na+].[Br:3][C:4]1[NH:5][C:6]([Br:9])=[CH:7][N:8]=1.[CH3:10][Si:11]([CH3:18])([CH3:17])[CH2:12][CH2:13][O:14][CH2:15]Cl.C(OCC)(=O)C. Product: [Br:3][C:4]1[N:5]([CH2:15][O:14][CH2:13][CH2:12][Si:11]([CH3:18])([CH3:17])[CH3:10])[C:6]([Br:9])=[CH:7][N:8]=1. The catalyst class is: 9. (4) Reactant: [C:1]([O:5][C:6]([NH:8][C@H:9]([C:12]([O:14][CH3:15])=[O:13])[CH2:10][SH:11])=[O:7])([CH3:4])([CH3:3])[CH3:2].IC.[C:18](=O)([O-])[O-].[K+].[K+].[NH4+].[Cl-]. Product: [C:1]([O:5][C:6]([NH:8][C@H:9]([C:12]([O:14][CH3:15])=[O:13])[CH2:10][S:11][CH3:18])=[O:7])([CH3:4])([CH3:3])[CH3:2]. The catalyst class is: 18. (5) Reactant: Cl.[N+:2]([C:5]1[CH:6]=[C:7]([NH:11][NH2:12])[CH:8]=[CH:9][CH:10]=1)([O-:4])=[O:3].[N:13]1[CH:18]=NC=N[CH:14]=1.C(=O)(O)[O-].[Na+]. Product: [N+:2]([C:5]1[CH:6]=[C:7]([N:11]2[CH:18]=[N:13][CH:14]=[N:12]2)[CH:8]=[CH:9][CH:10]=1)([O-:4])=[O:3]. The catalyst class is: 8.